Dataset: Forward reaction prediction with 1.9M reactions from USPTO patents (1976-2016). Task: Predict the product of the given reaction. (1) Given the reactants C[O:2][C:3](=[O:18])[CH2:4][C:5]1[CH:10]=[CH:9][C:8]([NH:11]C(=O)C)=[C:7]([N+:15]([O-:17])=[O:16])[CH:6]=1.[ClH:19], predict the reaction product. The product is: [ClH:19].[NH2:11][C:8]1[CH:9]=[CH:10][C:5]([CH2:4][C:3]([OH:18])=[O:2])=[CH:6][C:7]=1[N+:15]([O-:17])=[O:16]. (2) Given the reactants [C:1]([NH:11][NH:12][C:13]([O:15][C:16]([CH3:19])([CH3:18])[CH3:17])=[O:14])([O:3][CH2:4][C:5]1[CH:10]=[CH:9][CH:8]=[CH:7][CH:6]=1)=[O:2].[H-].[Na+].Br[CH2:23][CH2:24][CH2:25]Br, predict the reaction product. The product is: [C:16]([O:15][C:13]([N:12]1[CH2:25][CH2:24][CH2:23][N:11]1[C:1]([O:3][CH2:4][C:5]1[CH:10]=[CH:9][CH:8]=[CH:7][CH:6]=1)=[O:2])=[O:14])([CH3:19])([CH3:18])[CH3:17]. (3) Given the reactants Cl.Cl[CH2:3][CH2:4][N:5]1[CH2:9][CH2:8][CH2:7][CH2:6]1.[CH2:10]([NH2:13])[CH2:11][NH2:12].[OH-].[Na+], predict the reaction product. The product is: [N:5]1([CH2:4][CH2:3][NH:12][CH2:11][CH2:10][NH2:13])[CH2:9][CH2:8][CH2:7][CH2:6]1. (4) Given the reactants C(=O)([O-])[O-].[K+].[K+].[OH:7][C@H:8]1[C@:11]2([C:31]3[CH:36]=[CH:35][CH:34]=[C:33]([C:37]([F:40])([F:39])[F:38])[CH:32]=3)[C:12]3[CH:30]=[CH:29][CH:28]=[CH:27][C:13]=3[N:14]([CH2:18][C:19]3[CH:24]=[CH:23][C:22]([O:25][CH3:26])=[CH:21][CH:20]=3)[C:15](=[O:17])[CH2:16][N:10]2[C:9]1=[O:41].CS([C:46]1[N:51]=[C:50]([CH3:52])[CH:49]=[C:48]([CH3:53])[N:47]=1)(=O)=O, predict the reaction product. The product is: [CH3:53][C:48]1[CH:49]=[C:50]([CH3:52])[N:51]=[C:46]([O:7][C@H:8]2[C@:11]3([C:31]4[CH:36]=[CH:35][CH:34]=[C:33]([C:37]([F:38])([F:40])[F:39])[CH:32]=4)[C:12]4[CH:30]=[CH:29][CH:28]=[CH:27][C:13]=4[N:14]([CH2:18][C:19]4[CH:24]=[CH:23][C:22]([O:25][CH3:26])=[CH:21][CH:20]=4)[C:15](=[O:17])[CH2:16][N:10]3[C:9]2=[O:41])[N:47]=1. (5) Given the reactants [NH2:1][CH2:2][CH2:3][C:4]1[CH:9]=[CH:8][C:7]([NH:10][CH2:11][C@H:12]([C:14]2[CH:19]=[CH:18][CH:17]=[CH:16][CH:15]=2)[OH:13])=[CH:6][CH:5]=1.[CH2:20]([O:27][C:28]1[CH:29]=[CH:30][C:31]([C@@H:39]([O:42][Si:43]([C:46]([CH3:49])([CH3:48])[CH3:47])([CH3:45])[CH3:44])[CH2:40]Br)=[C:32]2[C:37]=1[NH:36][C:35](=[O:38])[CH:34]=[CH:33]2)[C:21]1[CH:26]=[CH:25][CH:24]=[CH:23][CH:22]=1, predict the reaction product. The product is: [OH:13][C@@H:12]([C:14]1[CH:19]=[CH:18][CH:17]=[CH:16][CH:15]=1)[CH2:11][NH:10][C:7]1[CH:8]=[CH:9][C:4]([CH2:3][CH2:2][NH:1][CH2:40][C@@H:39]([C:31]2[CH:30]=[CH:29][C:28]([O:27][CH2:20][C:21]3[CH:26]=[CH:25][CH:24]=[CH:23][CH:22]=3)=[C:37]3[C:32]=2[CH:33]=[CH:34][C:35](=[O:38])[NH:36]3)[O:42][Si:43]([C:46]([CH3:49])([CH3:48])[CH3:47])([CH3:45])[CH3:44])=[CH:5][CH:6]=1. (6) The product is: [CH2:23]([S:20]([N:17]1[CH2:18][CH2:19][CH:14]([C:5]2[C:4]3[C:8](=[C:9]([C:11]([NH2:13])=[O:12])[CH:10]=[C:2]([S:32][C:28]4[CH:29]=[CH:30][CH:31]=[C:26]([CH3:25])[CH:27]=4)[CH:3]=3)[NH:7][CH:6]=2)[CH2:15][CH2:16]1)(=[O:22])=[O:21])[CH3:24]. Given the reactants Br[C:2]1[CH:3]=[C:4]2[C:8](=[C:9]([C:11]([NH2:13])=[O:12])[CH:10]=1)[NH:7][CH:6]=[C:5]2[CH:14]1[CH2:19][CH2:18][N:17]([S:20]([CH2:23][CH3:24])(=[O:22])=[O:21])[CH2:16][CH2:15]1.[CH3:25][C:26]1[CH:31]=[CH:30][CH:29]=[C:28]([SH:32])[CH:27]=1.C(O)CO.C(=O)([O-])[O-].[K+].[K+], predict the reaction product. (7) Given the reactants [H-].[Na+].[NH:3]1[CH:7]=[CH:6][N:5]=[CH:4]1.ClC[C:10]1[CH:11]=[N:12][N:13]([C:15]2[CH:20]=[CH:19][C:18]([Cl:21])=[C:17]([Cl:22])[CH:16]=2)[CH:14]=1.[CH3:23]N(C=[O:27])C, predict the reaction product. The product is: [NH4+:3].[OH-:27].[Cl:22][C:17]1[CH:16]=[C:15]([N:13]2[CH:14]=[C:10]([N:3]3[CH:7]=[CH:6][N:5]=[CH:4]3)[C:11]([CH3:23])=[N:12]2)[CH:20]=[CH:19][C:18]=1[Cl:21]. (8) Given the reactants [Si:1]([O:8][CH2:9][C@H:10]1[O:18][C@H:17]2[C@H:13]([N:14]=[C:15]([N:19]([CH3:27])[C:20](=[O:26])[O:21][C:22]([CH3:25])([CH3:24])[CH3:23])[S:16]2)[C@@H:12]([OH:28])[C@@H:11]1[OH:29])([C:4]([CH3:7])([CH3:6])[CH3:5])([CH3:3])[CH3:2].[H-].[Na+].Br[CH2:33][C:34]1[CH:39]=[CH:38][CH:37]=[CH:36][CH:35]=1, predict the reaction product. The product is: [CH2:33]([O:29][C@@H:11]1[C@@H:10]([CH2:9][O:8][Si:1]([C:4]([CH3:7])([CH3:5])[CH3:6])([CH3:3])[CH3:2])[O:18][C@H:17]2[C@H:13]([N:14]=[C:15]([N:19]([CH3:27])[C:20](=[O:26])[O:21][C:22]([CH3:23])([CH3:25])[CH3:24])[S:16]2)[C@H:12]1[O:28][CH2:33][C:34]1[CH:39]=[CH:38][CH:37]=[CH:36][CH:35]=1)[C:34]1[CH:39]=[CH:38][CH:37]=[CH:36][CH:35]=1. (9) Given the reactants Br[C:2]1[CH:3]=[CH:4][C:5]([O:10][CH2:11][CH:12]2[CH2:17][CH2:16][N:15]([CH2:18][C:19]([F:22])([CH3:21])[CH3:20])[CH2:14][CH2:13]2)=[C:6]([CH:9]=1)[C:7]#[N:8].[F:23][C:24]1[CH:29]=[C:28]([C:30]([O:32][CH3:33])=[O:31])[CH:27]=[CH:26][C:25]=1B(O)O.C([O-])([O-])=O.[Cs+].[Cs+], predict the reaction product. The product is: [C:7]([C:6]1[CH:9]=[C:2]([C:25]2[CH:26]=[CH:27][C:28]([C:30]([O:32][CH3:33])=[O:31])=[CH:29][C:24]=2[F:23])[CH:3]=[CH:4][C:5]=1[O:10][CH2:11][CH:12]1[CH2:17][CH2:16][N:15]([CH2:18][C:19]([F:22])([CH3:21])[CH3:20])[CH2:14][CH2:13]1)#[N:8].